Dataset: Forward reaction prediction with 1.9M reactions from USPTO patents (1976-2016). Task: Predict the product of the given reaction. (1) Given the reactants FC(F)(F)S(O[C:7]1[CH:12]=[C:11](Cl)[N:10]=[C:9]2[CH2:14][CH2:15][CH2:16][C:8]=12)(=O)=O.C(Cl)Cl.[C:22](=[O:25])([O-])[O-].[K+].[K+].[N:28]1[CH:33]=[C:32](B(O)O)[CH:31]=[N:30][CH:29]=1.O1[CH2:42][CH2:41]OCC1.O, predict the reaction product. The product is: [CH2:22]([O:25][C:11]1[N:10]=[C:9]2[CH2:14][CH2:15][CH2:16][C:8]2=[C:7]([C:32]2[CH:33]=[N:28][CH:29]=[N:30][CH:31]=2)[CH:12]=1)[C:42]1[CH:41]=[CH:9][CH:8]=[CH:7][CH:12]=1. (2) Given the reactants [CH3:1][O:2][C:3]1[CH:8]=[CH:7][C:6]([CH:9]2[CH2:18][CH2:17][C:12]3(OCC[O:13]3)[CH2:11][CH2:10]2)=[CH:5][CH:4]=1.Cl, predict the reaction product. The product is: [CH3:1][O:2][C:3]1[CH:4]=[CH:5][C:6]([CH:9]2[CH2:18][CH2:17][C:12](=[O:13])[CH2:11][CH2:10]2)=[CH:7][CH:8]=1. (3) Given the reactants [Cl:1][C:2]1[CH:21]=[CH:20][CH:19]=[C:18]([Cl:22])[C:3]=1[C:4]([NH:6][CH2:7][CH2:8][S:9][CH2:10][C:11]1[CH:16]=[CH:15][CH:14]=[C:13]([OH:17])[CH:12]=1)=[O:5].C([O-])([O-])=O.[K+].[K+].Cl[CH2:30][CH2:31][O:32][CH2:33][CH2:34][OH:35].O, predict the reaction product. The product is: [Cl:1][C:2]1[CH:21]=[CH:20][CH:19]=[C:18]([Cl:22])[C:3]=1[C:4]([NH:6][CH2:7][CH2:8][S:9][CH2:10][C:11]1[CH:16]=[CH:15][CH:14]=[C:13]([O:17][CH2:30][CH2:31][O:32][CH2:33][CH2:34][OH:35])[CH:12]=1)=[O:5]. (4) Given the reactants [CH3:1]C(C)([O-])C.[K+].[F:7][C:8]1[C:9]([NH:22][C:23]2[CH:28]=[CH:27][C:26]([I:29])=[CH:25][C:24]=2[F:30])=[C:10]([C:15]([N:17]2[CH2:20][C:19](=O)[CH2:18]2)=[O:16])[CH:11]=[CH:12][C:13]=1[F:14].C(OCC)(=O)C, predict the reaction product. The product is: [F:7][C:8]1[C:13]([F:14])=[CH:12][CH:11]=[C:10]([C:15]([N:17]2[CH2:20][C:19](=[CH2:1])[CH2:18]2)=[O:16])[C:9]=1[NH:22][C:23]1[CH:28]=[CH:27][C:26]([I:29])=[CH:25][C:24]=1[F:30]. (5) Given the reactants [CH2:1]([O:8][C:9]1[CH:10]=[C:11]2[C:16](=[CH:17][CH:18]=1)[CH:15]=[C:14]([C:19]([NH:21][C@@H:22]([C:30]([O:32]C(C)(C)C)=[O:31])[CH2:23][C:24]1[CH:29]=[CH:28][CH:27]=[CH:26][CH:25]=1)=[O:20])[CH:13]=[CH:12]2)[C:2]1[CH:7]=[CH:6][CH:5]=[CH:4][CH:3]=1, predict the reaction product. The product is: [CH2:1]([O:8][C:9]1[CH:10]=[C:11]2[C:16](=[CH:17][CH:18]=1)[CH:15]=[C:14]([C:19]([NH:21][C@@H:22]([C:30]([OH:32])=[O:31])[CH2:23][C:24]1[CH:29]=[CH:28][CH:27]=[CH:26][CH:25]=1)=[O:20])[CH:13]=[CH:12]2)[C:2]1[CH:3]=[CH:4][CH:5]=[CH:6][CH:7]=1. (6) The product is: [C:16]([C:7]1[CH:6]=[CH:5][C:4]([CH:9]([CH3:15])[C:10]([O:12][CH2:13][CH3:14])=[O:11])=[CH:3][C:2]=1[F:1])#[N:17]. Given the reactants [F:1][C:2]1[CH:3]=[C:4]([CH:9]([CH3:15])[C:10]([O:12][CH2:13][CH3:14])=[O:11])[CH:5]=[CH:6][C:7]=1I.[CH3:16][N:17](C=O)C, predict the reaction product. (7) Given the reactants Cl[C:2]1[N:3]=[C:4]2[S:11][C:10]([C:12]3[CH:17]=[CH:16][CH:15]=[C:14]([N+:18]([O-:20])=[O:19])[CH:13]=3)=[N:9][N:5]2[C:6](=[O:8])[CH:7]=1.[N:21]1([C:27]([O:29][C:30]([CH3:33])([CH3:32])[CH3:31])=[O:28])[CH2:26][CH2:25][NH:24][CH2:23][CH2:22]1.CCN(C(C)C)C(C)C, predict the reaction product. The product is: [N+:18]([C:14]1[CH:13]=[C:12]([C:10]2[S:11][C:4]3=[N:3][C:2]([N:24]4[CH2:23][CH2:22][N:21]([C:27]([O:29][C:30]([CH3:33])([CH3:32])[CH3:31])=[O:28])[CH2:26][CH2:25]4)=[CH:7][C:6](=[O:8])[N:5]3[N:9]=2)[CH:17]=[CH:16][CH:15]=1)([O-:20])=[O:19].